From a dataset of Forward reaction prediction with 1.9M reactions from USPTO patents (1976-2016). Predict the product of the given reaction. (1) Given the reactants [C:1]([C:5]1[CH:6]=[C:7]([CH:11]=[C:12]([C:16]#[N:17])[C:13]=1[O:14][CH3:15])[C:8](O)=[O:9])([CH3:4])([CH3:3])[CH3:2].C1(C)C=CC=CC=1.S(Cl)([Cl:27])=O, predict the reaction product. The product is: [C:1]([C:5]1[CH:6]=[C:7]([CH:11]=[C:12]([C:16]#[N:17])[C:13]=1[O:14][CH3:15])[C:8]([Cl:27])=[O:9])([CH3:4])([CH3:3])[CH3:2]. (2) Given the reactants [Br:1][C:2]1[CH:7]=[CH:6][CH:5]=[CH:4][C:3]=1[C:8]1[CH:13]=[CH:12][C:11]([CH2:14][OH:15])=[CH:10][CH:9]=1.C(N(CC)CC)C.[CH3:23][S:24](Cl)(=[O:26])=[O:25], predict the reaction product. The product is: [Br:1][C:2]1[CH:7]=[CH:6][CH:5]=[CH:4][C:3]=1[C:8]1[CH:13]=[CH:12][C:11]([CH2:14][O:15][S:24]([CH3:23])(=[O:26])=[O:25])=[CH:10][CH:9]=1. (3) Given the reactants [BH4-].[Na+].[C:3]([O:7][C:8](=[O:25])[NH:9][C@@H:10]([CH2:15][C:16]1[CH:21]=[CH:20][CH:19]=[C:18]([CH2:22][CH:23]=[CH2:24])[CH:17]=1)[C:11](=[O:14])[CH2:12][Cl:13])([CH3:6])([CH3:5])[CH3:4].Cl, predict the reaction product. The product is: [C:3]([O:7][C:8](=[O:25])[NH:9][C@@H:10]([CH2:15][C:16]1[CH:21]=[CH:20][CH:19]=[C:18]([CH2:22][CH:23]=[CH2:24])[CH:17]=1)[C@H:11]([OH:14])[CH2:12][Cl:13])([CH3:6])([CH3:5])[CH3:4]. (4) Given the reactants [C:1]([Si:5]([O:8][C:9]1[CH:14]=[CH:13][CH:12]=[CH:11][C:10]=1[CH2:15][CH:16]=[CH2:17])([CH3:7])[CH3:6])([CH3:4])([CH3:3])[CH3:2].[CH:18]([C:20](C)=[O:21])=C, predict the reaction product. The product is: [Si:5]([O:8][C:9]1[CH:14]=[CH:13][CH:12]=[CH:11][C:10]=1[CH2:15]/[CH:16]=[CH:17]/[C:20](=[O:21])[CH3:18])([C:1]([CH3:4])([CH3:3])[CH3:2])([CH3:7])[CH3:6]. (5) Given the reactants Cl[C:2]1[N:3]=[C:4]([NH:15][CH3:16])[C:5]2[N:11]=[C:10](Cl)[N:9]=[C:8]([NH:13][CH3:14])[C:6]=2[N:7]=1.[CH2:17]([NH2:20])[CH2:18][CH3:19].CNC1[N:24]=[C:25](NCCC)[C:26]2N=C(NC)N=C(NCCC)[C:27]=2N=1, predict the reaction product. The product is: [CH3:16][NH:15][C:4]1[C:5]2[N:11]=[C:10]([NH:24][CH2:25][CH2:26][CH3:27])[N:9]=[C:8]([NH:13][CH3:14])[C:6]=2[N:7]=[C:2]([NH:20][CH2:17][CH2:18][CH3:19])[N:3]=1.